This data is from Full USPTO retrosynthesis dataset with 1.9M reactions from patents (1976-2016). The task is: Predict the reactants needed to synthesize the given product. (1) Given the product [NH2:24][C:3]([CH:4]1[CH2:13][CH2:12][C:11]2[C:6](=[CH:7][CH:8]=[C:9]([CH2:14][CH2:15][CH2:16][CH2:17][CH2:18][CH2:19][CH2:20][CH3:21])[CH:10]=2)[CH2:5]1)([CH2:22][OH:23])[CH2:2][OH:1], predict the reactants needed to synthesize it. The reactants are: [OH:1][CH2:2][C:3]([NH:24]C(=O)C)([CH2:22][OH:23])[CH:4]1[CH2:13][CH2:12][C:11]2[C:6](=[CH:7][CH:8]=[C:9]([CH2:14][CH2:15][CH2:16][CH2:17][CH2:18][CH2:19][CH2:20][CH3:21])[CH:10]=2)[CH2:5]1.[Li+].[OH-]. (2) Given the product [CH:17]1([CH:14]([C:12]2[C:11]([CH3:16])=[N:10][N:9]([C:4]3[CH:5]=[CH:6][CH:7]=[CH:8][C:3]=3[O:2][CH3:1])[CH:13]=2)[OH:15])[CH2:22][CH2:21][CH2:20][CH2:19][CH2:18]1, predict the reactants needed to synthesize it. The reactants are: [CH3:1][O:2][C:3]1[CH:8]=[CH:7][CH:6]=[CH:5][C:4]=1[N:9]1[CH:13]=[C:12]([CH:14]=[O:15])[C:11]([CH3:16])=[N:10]1.[CH:17]1([Mg]Br)[CH2:22][CH2:21][CH2:20][CH2:19][CH2:18]1. (3) Given the product [Br:12][C:13]1[C:19]([CH3:20])=[CH:18][CH:17]=[CH:16][C:14]=1[NH:15][CH2:8][C:9]([CH3:11])([OH:7])[CH3:10], predict the reactants needed to synthesize it. The reactants are: Cl([O-])(=O)(=O)=O.[Li+].[O:7]1[C:9]([CH3:11])([CH3:10])[CH2:8]1.[Br:12][C:13]1[C:19]([CH3:20])=[CH:18][CH:17]=[CH:16][C:14]=1[NH2:15].O. (4) Given the product [CH3:1][CH:2]1[O:9][C:10]2([CH2:11][CH2:12][CH2:13][CH2:14][CH2:15][CH:16]([CH3:18])[CH3:17])[O:8][CH:6]([CH3:7])[CH2:5][N:4]2[CH2:3]1, predict the reactants needed to synthesize it. The reactants are: [CH3:1][CH:2]([OH:9])[CH2:3][NH:4][CH2:5][CH:6]([OH:8])[CH3:7].[C:10](O)(=O)[CH2:11][CH2:12][CH2:13][CH2:14][CH2:15][CH:16]([CH3:18])[CH3:17]. (5) Given the product [CH:34]([N:37]1[C:41](=[O:42])/[C:40](=[CH:43]/[C:44]2[O:48][C:47]([S:49][C:50]3[N:54]([CH2:55][C:56]([NH:64][CH2:65][CH2:66][O:67][CH2:68][CH2:69][O:70][CH2:71][CH2:72][NH:73][C:74](=[O:80])[O:75][C:76]([CH3:78])([CH3:77])[CH3:79])=[O:57])[C:53]4[CH:59]=[CH:60][CH:61]=[CH:62][C:52]=4[N:51]=3)=[CH:46][CH:45]=2)/[S:39][C:38]1=[O:63])([CH3:36])[CH3:35], predict the reactants needed to synthesize it. The reactants are: CN(C(ON1N=NC2C=CC=NC1=2)=[N+](C)C)C.F[P-](F)(F)(F)(F)F.CCN(C(C)C)C(C)C.[CH:34]([N:37]1[C:41](=[O:42])/[C:40](=[CH:43]/[C:44]2[O:48][C:47]([S:49][C:50]3[N:54]([CH2:55][C:56](O)=[O:57])[C:53]4[CH:59]=[CH:60][CH:61]=[CH:62][C:52]=4[N:51]=3)=[CH:46][CH:45]=2)/[S:39][C:38]1=[O:63])([CH3:36])[CH3:35].[NH2:64][CH2:65][CH2:66][O:67][CH2:68][CH2:69][O:70][CH2:71][CH2:72][NH:73][C:74](=[O:80])[O:75][C:76]([CH3:79])([CH3:78])[CH3:77]. (6) Given the product [C:41]([O:45][C:46]([N:48]1[CH2:52][CH2:51][CH2:50][CH:49]1[C:53]1[CH:58]=[CH:57][C:56]([NH:59][C:17]([C:8]2[C:9](=[O:16])[O:10][C:11]3[C:6]([CH:7]=2)=[CH:5][CH:4]=[C:3]([O:2][CH3:1])[C:12]=3[CH2:13][CH2:14][CH3:15])=[O:19])=[CH:55][CH:54]=1)=[O:47])([CH3:44])([CH3:42])[CH3:43], predict the reactants needed to synthesize it. The reactants are: [CH3:1][O:2][C:3]1[C:12]([CH2:13][CH2:14][CH3:15])=[C:11]2[C:6]([CH:7]=[C:8]([C:17]([OH:19])=O)[C:9](=[O:16])[O:10]2)=[CH:5][CH:4]=1.C(N(C(C)C)CC)(C)C.CCCP(=O)=O.C(OCC)(=O)C.[C:41]([O:45][C:46]([N:48]1[CH2:52][CH2:51][CH2:50][CH:49]1[C:53]1[CH:58]=[CH:57][C:56]([NH2:59])=[CH:55][CH:54]=1)=[O:47])([CH3:44])([CH3:43])[CH3:42]. (7) Given the product [CH3:1][O:2][C:3]1[CH:4]=[C:5]([C:13]([C:15]2[CH:20]=[C:19]([O:21][CH3:22])[C:18]([O:23][CH3:24])=[C:17]([O:25][CH3:26])[CH:16]=2)=[CH:35][C:36]#[N:37])[CH:6]=[C:7]([O:11][CH3:12])[C:8]=1[O:9][CH3:10], predict the reactants needed to synthesize it. The reactants are: [CH3:1][O:2][C:3]1[CH:4]=[C:5]([C:13]([C:15]2[CH:20]=[C:19]([O:21][CH3:22])[C:18]([O:23][CH3:24])=[C:17]([O:25][CH3:26])[CH:16]=2)=O)[CH:6]=[C:7]([O:11][CH3:12])[C:8]=1[O:9][CH3:10].C(OP([CH2:35][C:36]#[N:37])(=O)OCC)C.C[Si]([N-][Si](C)(C)C)(C)C.[K+].O1C2C=CC(C(C3C=C(OC)C=C(OC)C=3)=CC#N)=CC=2OCC1. (8) Given the product [C:41]([O:40][CH2:39][C@@H:37]1[CH2:36][O:35][C:34](=[O:33])[N:38]1[C:2]1[CH:7]=[CH:6][C:5]([C:8]([N:10]2[CH2:15][CH2:14][N:13]([C:16]3[C:21]([CH3:22])=[CH:20][C:19]([CH:23]4[CH2:25][CH2:24]4)=[CH:18][N:17]=3)[CH2:12][CH2:11]2)=[O:9])=[C:4]([N:26]2[CH2:30][CH2:29][CH2:28][S:27]2(=[O:32])=[O:31])[CH:3]=1)(=[O:48])[C:42]1[CH:43]=[CH:44][CH:45]=[CH:46][CH:47]=1, predict the reactants needed to synthesize it. The reactants are: Br[C:2]1[CH:7]=[CH:6][C:5]([C:8]([N:10]2[CH2:15][CH2:14][N:13]([C:16]3[C:21]([CH3:22])=[CH:20][C:19]([CH:23]4[CH2:25][CH2:24]4)=[CH:18][N:17]=3)[CH2:12][CH2:11]2)=[O:9])=[C:4]([N:26]2[CH2:30][CH2:29][CH2:28][S:27]2(=[O:32])=[O:31])[CH:3]=1.[O:33]=[C:34]1[NH:38][C@H:37]([CH2:39][O:40][C:41](=[O:48])[C:42]2[CH:47]=[CH:46][CH:45]=[CH:44][CH:43]=2)[CH2:36][O:35]1.